From a dataset of Peptide-MHC class II binding affinity with 134,281 pairs from IEDB. Regression. Given a peptide amino acid sequence and an MHC pseudo amino acid sequence, predict their binding affinity value. This is MHC class II binding data. The peptide sequence is QRPLVTIKIGGQLKE. The MHC is HLA-DQA10401-DQB10402 with pseudo-sequence HLA-DQA10401-DQB10402. The binding affinity (normalized) is 0.